From a dataset of Peptide-MHC class II binding affinity with 134,281 pairs from IEDB. Regression. Given a peptide amino acid sequence and an MHC pseudo amino acid sequence, predict their binding affinity value. This is MHC class II binding data. (1) The peptide sequence is KATLECQVQTAVDFG. The MHC is DRB1_1302 with pseudo-sequence DRB1_1302. The binding affinity (normalized) is 0.177. (2) The peptide sequence is ISTNIRQAGVQYSR. The MHC is DRB1_0901 with pseudo-sequence DRB1_0901. The binding affinity (normalized) is 0.316. (3) The peptide sequence is INEPTAAAIPYGLDR. The MHC is HLA-DQA10401-DQB10402 with pseudo-sequence HLA-DQA10401-DQB10402. The binding affinity (normalized) is 0.486.